This data is from Full USPTO retrosynthesis dataset with 1.9M reactions from patents (1976-2016). The task is: Predict the reactants needed to synthesize the given product. (1) Given the product [CH:11]1([C:16]2[CH:17]=[C:18]([OH:19])[N:1]([C:3]3[CH:8]=[C:7]([C:9]#[N:10])[CH:6]=[CH:5][N:4]=3)[N:2]=2)[CH2:15][CH2:14][CH2:13][CH2:12]1, predict the reactants needed to synthesize it. The reactants are: [NH:1]([C:3]1[CH:8]=[C:7]([C:9]#[N:10])[CH:6]=[CH:5][N:4]=1)[NH2:2].[CH:11]1([C:16](=O)[CH2:17][C:18](OCC)=[O:19])[CH2:15][CH2:14][CH2:13][CH2:12]1. (2) Given the product [Si:16]([O:17][CH2:18][C@H:19]([OH:20])[CH2:21][C:11]#[C:10][Si:6]([CH3:9])([CH3:8])[CH3:7])([C:12]([CH3:15])([CH3:14])[CH3:13])([CH3:23])[CH3:22], predict the reactants needed to synthesize it. The reactants are: [Li]C(C)(C)C.[Si:6]([C:10]#[CH:11])([CH3:9])([CH3:8])[CH3:7].[C:12]([Si:16]([CH3:23])([CH3:22])[O:17][CH2:18][C@H:19]1[CH2:21][O:20]1)([CH3:15])([CH3:14])[CH3:13].B(F)(F)F. (3) Given the product [N:6]1([CH2:2][C:3]([OH:5])=[O:4])[CH2:11][CH2:10][O:9][CH2:8][CH2:7]1, predict the reactants needed to synthesize it. The reactants are: Br[CH2:2][C:3]([OH:5])=[O:4].[NH:6]1[CH2:11][CH2:10][O:9][CH2:8][CH2:7]1.